From a dataset of Catalyst prediction with 721,799 reactions and 888 catalyst types from USPTO. Predict which catalyst facilitates the given reaction. (1) The catalyst class is: 332. Reactant: C[Mg+].[Br-].[CH3:4][C:5]1[NH:6][C:7]2[C:12]([CH:13]=1)=[CH:11][CH:10]=[CH:9][CH:8]=2.[CH3:14][C:15]1[C:24]2[C:19](=[CH:20][CH:21]=[CH:22][CH:23]=2)[C:18]([C:25](Cl)=[O:26])=[CH:17][CH:16]=1. Product: [CH3:4][C:5]1[NH:6][C:7]2[C:12]([C:13]=1[C:25]([C:18]1[C:19]3[C:24](=[CH:23][CH:22]=[CH:21][CH:20]=3)[C:15]([CH3:14])=[CH:16][CH:17]=1)=[O:26])=[CH:11][CH:10]=[CH:9][CH:8]=2. (2) Reactant: C([O:3][C:4]([C:6]1[CH:7]=[N:8][N:9]([CH3:29])[C:10]=1[C:11](=[O:28])[NH:12][C:13]1[CH:14]=[CH:15][C:16]2[N:17]([N:19]=[C:20]([N:22]3[CH2:27][CH2:26][O:25][CH2:24][CH2:23]3)[N:21]=2)[CH:18]=1)=[O:5])C.O.[OH-].[Li+]. Product: [CH3:29][N:9]1[C:10]([C:11](=[O:28])[NH:12][C:13]2[CH:14]=[CH:15][C:16]3[N:17]([N:19]=[C:20]([N:22]4[CH2:23][CH2:24][O:25][CH2:26][CH2:27]4)[N:21]=3)[CH:18]=2)=[C:6]([C:4]([OH:5])=[O:3])[CH:7]=[N:8]1. The catalyst class is: 24.